From a dataset of Reaction yield outcomes from USPTO patents with 853,638 reactions. Predict the reaction yield, written as a fraction of the theoretical maximum amount of product (1.0 means a 100% yield; for example, 0.34 means a 34% yield). (1) The reactants are [Cl:1][C:2]1[CH:7]=[CH:6][C:5]([O:8][C:9]2[CH:14]=[CH:13][C:12](I)=[CH:11][C:10]=2[O:16][CH3:17])=[CH:4][C:3]=1[Cl:18].C([O-])(=O)C.[K+].[CH3:24][C:25]1([CH3:41])[C:29]([CH3:31])([CH3:30])[O:28][B:27]([B:27]2[O:28][C:29]([CH3:31])([CH3:30])[C:25]([CH3:41])([CH3:24])[O:26]2)[O:26]1. The catalyst is O1CCOCC1.C1C=CC(P(C2C=CC=CC=2)[C-]2C=CC=C2)=CC=1.C1C=CC(P(C2C=CC=CC=2)[C-]2C=CC=C2)=CC=1.Cl[Pd]Cl.[Fe+2]. The product is [Cl:18][C:3]1[CH:4]=[C:5]([CH:6]=[CH:7][C:2]=1[Cl:1])[O:8][C:9]1[CH:14]=[CH:13][C:12]([B:27]2[O:28][C:29]([CH3:31])([CH3:30])[C:25]([CH3:41])([CH3:24])[O:26]2)=[CH:11][C:10]=1[O:16][CH3:17]. The yield is 0.110. (2) The reactants are Cl[C:2]1[CH:3]=[CH:4][C:5]2[N:6]=[CH:7][NH:8][C:9](=[O:12])[C:10]=2[N:11]=1.[F:13][C:14]1[CH:19]=[CH:18][C:17](B(O)O)=[CH:16][CH:15]=1.C([O-])([O-])=O.[K+].[K+].C(O)(=O)C. The catalyst is O1CCOCC1.O.C1C=CC([P]([Pd]([P](C2C=CC=CC=2)(C2C=CC=CC=2)C2C=CC=CC=2)([P](C2C=CC=CC=2)(C2C=CC=CC=2)C2C=CC=CC=2)[P](C2C=CC=CC=2)(C2C=CC=CC=2)C2C=CC=CC=2)(C2C=CC=CC=2)C2C=CC=CC=2)=CC=1. The product is [F:13][C:14]1[CH:19]=[CH:18][C:17]([C:2]2[CH:3]=[CH:4][C:5]3[N:6]=[CH:7][NH:8][C:9](=[O:12])[C:10]=3[N:11]=2)=[CH:16][CH:15]=1. The yield is 0.900. (3) The yield is 0.430. The product is [NH:44]1[CH:45]=[CH:46][N:42]=[C:43]1[NH:47][C:48]([C:50]1[C:58]2[N:57]=[C:56]([NH:59][C:14]([C:13]3[CH:12]=[N:11][CH:10]=[C:9]([C:8]#[C:7][C:1]4[CH:2]=[CH:3][CH:4]=[CH:5][CH:6]=4)[CH:17]=3)=[O:16])[NH:55][C:54]=2[CH:53]=[CH:52][CH:51]=1)=[O:49]. The reactants are [C:1]1([C:7]#[C:8][C:9]2[CH:10]=[N:11][CH:12]=[C:13]([CH:17]=2)[C:14]([OH:16])=O)[CH:6]=[CH:5][CH:4]=[CH:3][CH:2]=1.CN(C(ON1N=NC2C=CC=CC1=2)=[N+](C)C)C.F[P-](F)(F)(F)(F)F.[NH:42]1[CH:46]=[CH:45][N:44]=[C:43]1[NH:47][C:48]([C:50]1[C:58]2[NH:57][C:56]([NH2:59])=[N:55][C:54]=2[CH:53]=[CH:52][CH:51]=1)=[O:49].C([O-])(O)=O.[Na+]. The catalyst is CN(C=O)C.CCN(C(C)C)C(C)C.O. (4) The reactants are [H-].[H-].[H-].[H-].[Li+].[Al+3].[CH2:7]([N:14]1[CH2:19][CH2:18][CH:17]([C:20]#[N:21])[CH2:16][CH2:15]1)[C:8]1[CH:13]=[CH:12][CH:11]=[CH:10][CH:9]=1.O.[OH-].[Na+]. The catalyst is CCOCC. The product is [CH2:7]([N:14]1[CH2:19][CH2:18][CH:17]([CH2:20][NH2:21])[CH2:16][CH2:15]1)[C:8]1[CH:13]=[CH:12][CH:11]=[CH:10][CH:9]=1. The yield is 0.823. (5) The product is [CH3:13][C:12]1[CH:11]=[CH:10][C:9]([C:14]2[O:15][C:16]([CH3:19])=[N:17][N:18]=2)=[CH:8][C:7]=1[B:20]([OH:25])[OH:21]. The yield is 0.660. The reactants are C([Mg]Cl)(C)C.I[C:7]1[CH:8]=[C:9]([C:14]2[O:15][C:16]([CH3:19])=[N:17][N:18]=2)[CH:10]=[CH:11][C:12]=1[CH3:13].[B:20](OC(C)C)([O:25]C(C)C)[O:21]C(C)C.Cl. The catalyst is O1CCCC1.O. (6) The reactants are [Cl:1][C:2]1[C:3]([O:12][C:13]2[CH:18]=[C:17]([O:19][CH2:20][CH2:21][O:22][CH3:23])[CH:16]=[CH:15][C:14]=2[CH2:24][CH2:25][CH2:26][OH:27])=[N:4][CH:5]=[C:6]([C:8]([F:11])([F:10])[F:9])[CH:7]=1.Cl[S:29]([N:32]=[C:33]=[O:34])(=[O:31])=[O:30].[N:35]1[CH:40]=[CH:39][CH:38]=[CH:37][C:36]=1[CH2:41][CH2:42][NH2:43].[Cl-].[NH4+]. The catalyst is ClCCl.C(OCC)(=O)C.N1C=CC=CC=1. The product is [N:35]1[CH:40]=[CH:39][CH:38]=[CH:37][C:36]=1[CH2:41][CH2:42][NH:43][S:29]([NH:32][C:33](=[O:34])[O:27][CH2:26][CH2:25][CH2:24][C:14]1[CH:15]=[CH:16][C:17]([O:19][CH2:20][CH2:21][O:22][CH3:23])=[CH:18][C:13]=1[O:12][C:3]1[C:2]([Cl:1])=[CH:7][C:6]([C:8]([F:9])([F:11])[F:10])=[CH:5][N:4]=1)(=[O:31])=[O:30]. The yield is 0.580. (7) The reactants are [Cl:1][C:2]1[CH:3]=[C:4]2[NH:10][C:9](=[O:11])[N:8]([C@@H:12]3[CH2:16][CH2:15][N:14]([C:17]([O:19][C:20]([CH3:23])([CH3:22])[CH3:21])=[O:18])[CH2:13]3)[C:5]2=[N:6][CH:7]=1.[H-].[Na+].[CH3:26]I. The catalyst is C1COCC1.CCOC(C)=O. The product is [Cl:1][C:2]1[CH:3]=[C:4]2[N:10]([CH3:26])[C:9](=[O:11])[N:8]([C@@H:12]3[CH2:16][CH2:15][N:14]([C:17]([O:19][C:20]([CH3:23])([CH3:22])[CH3:21])=[O:18])[CH2:13]3)[C:5]2=[N:6][CH:7]=1. The yield is 0.950.